This data is from Reaction yield outcomes from USPTO patents with 853,638 reactions. The task is: Predict the reaction yield, written as a fraction of the theoretical maximum amount of product (1.0 means a 100% yield; for example, 0.34 means a 34% yield). The reactants are C1C(=O)N([O:8][C:9]([O:11][N:12]2[C:17](=[O:18])[CH2:16][CH2:15][C:13]2=[O:14])=[O:10])C(=O)C1.CC[N:21]([CH2:24][CH3:25])[CH2:22][CH3:23].[CH3:26][C:27]#N. No catalyst specified. The product is [N:21]1[C:22]2[C:23](=[CH:13][CH:15]=[CH:16][CH:17]=2)[C:26]([CH2:27][O:8][C:9](=[O:10])[O:11][N:12]2[C:13](=[O:14])[CH2:15][CH2:16][C:17]2=[O:18])=[CH:25][CH:24]=1. The yield is 0.580.